This data is from Catalyst prediction with 721,799 reactions and 888 catalyst types from USPTO. The task is: Predict which catalyst facilitates the given reaction. (1) Reactant: Br[CH2:2][CH2:3][C:4]([NH:6][C:7]1[CH:12]=[CH:11][C:10]([F:13])=[CH:9][CH:8]=1)=[O:5].O1CCOCCOCCOCCOCCOCC1.[OH-].[K+].[Cl-].[NH4+]. Product: [F:13][C:10]1[CH:11]=[CH:12][C:7]([N:6]2[CH2:2][CH2:3][C:4]2=[O:5])=[CH:8][CH:9]=1. The catalyst class is: 4. (2) Reactant: [Cl:1][C:2]1[CH:3]=[C:4]([CH:24]([CH2:30][CH:31]2[CH2:34][CH2:33][CH2:32]2)[C:25]([O:27]CC)=[O:26])[CH:5]=[C:6]([C:14]2[CH:19]=[CH:18][C:17]([C:20]([F:23])([F:22])[F:21])=[CH:16][CH:15]=2)[C:7]=1[O:8][CH2:9][C:10]([F:13])([F:12])[F:11].O.[OH-].[Li+]. Product: [Cl:1][C:2]1[CH:3]=[C:4]([CH:24]([CH2:30][CH:31]2[CH2:34][CH2:33][CH2:32]2)[C:25]([OH:27])=[O:26])[CH:5]=[C:6]([C:14]2[CH:15]=[CH:16][C:17]([C:20]([F:21])([F:22])[F:23])=[CH:18][CH:19]=2)[C:7]=1[O:8][CH2:9][C:10]([F:12])([F:13])[F:11]. The catalyst class is: 200. (3) Reactant: [CH2:1]([NH2:4])[CH2:2][NH2:3].[Br:5][C:6]1[CH:7]=[N:8][C:9](Cl)=[N:10][CH:11]=1.C(N(CC)CC)C. Product: [Br:5][C:6]1[CH:7]=[N:8][C:9]([NH:3][CH2:2][CH2:1][NH2:4])=[N:10][CH:11]=1. The catalyst class is: 8. (4) Reactant: [CH3:1][O:2][C:3](=[O:15])[CH2:4][C:5]1[C:13]2[C:8](=[CH:9][CH:10]=[C:11]([OH:14])[CH:12]=2)[NH:7][CH:6]=1.I[CH2:17][CH3:18].C(=O)([O-])[O-].[K+].[K+].C(=O)(O)[O-].[Na+]. Product: [CH3:1][O:2][C:3](=[O:15])[CH2:4][C:5]1[C:13]2[C:8](=[CH:9][CH:10]=[C:11]([O:14][CH2:17][CH3:18])[CH:12]=2)[NH:7][CH:6]=1. The catalyst class is: 9. (5) Reactant: [CH3:1][S:2]([C:5]1[CH:10]=[CH:9][C:8]([N:11]2[C:19]3[C:18]4[CH:20]=[C:21]([N+:24]([O-:26])=[O:25])[CH:22]=[CH:23][C:17]=4[CH2:16][CH2:15][C:14]=3[C:13]([C:27]([O:29]CC)=O)=[N:12]2)=[CH:7][CH:6]=1)(=[O:4])=[O:3].[NH3:32]. Product: [CH3:1][S:2]([C:5]1[CH:6]=[CH:7][C:8]([N:11]2[C:19]3[C:18]4[CH:20]=[C:21]([N+:24]([O-:26])=[O:25])[CH:22]=[CH:23][C:17]=4[CH2:16][CH2:15][C:14]=3[C:13]([C:27]([NH2:32])=[O:29])=[N:12]2)=[CH:9][CH:10]=1)(=[O:3])=[O:4]. The catalyst class is: 14. (6) Reactant: [Cl:1][C:2]1[CH:7]=[CH:6][C:5]([CH:8]([CH:22]([C:27]([O:29][CH3:30])=[O:28])[C:23]([O:25][CH3:26])=[O:24])[CH2:9][C:10]([C:12]2[CH:17]=[CH:16][C:15]([O:18]COC)=[CH:14][CH:13]=2)=[O:11])=[CH:4][CH:3]=1.Cl. Product: [Cl:1][C:2]1[CH:3]=[CH:4][C:5]([CH:8]([CH:22]([C:27]([O:29][CH3:30])=[O:28])[C:23]([O:25][CH3:26])=[O:24])[CH2:9][C:10]([C:12]2[CH:17]=[CH:16][C:15]([OH:18])=[CH:14][CH:13]=2)=[O:11])=[CH:6][CH:7]=1. The catalyst class is: 5.